This data is from Catalyst prediction with 721,799 reactions and 888 catalyst types from USPTO. The task is: Predict which catalyst facilitates the given reaction. (1) Reactant: [CH3:1][O:2][C:3]1[C:12]([CH2:13][CH2:14][CH3:15])=[C:11]2[C:6]([CH:7]=[C:8]([C:17]([OH:19])=O)[C:9](=[O:16])[O:10]2)=[CH:5][CH:4]=1.C(N(C(C)C)CC)(C)C.CCCP(=O)=O.C(OCC)(=O)C.[C:41]([O:45][C:46]([N:48]1[CH2:52][CH2:51][CH2:50][CH:49]1[C:53]1[CH:58]=[CH:57][C:56]([NH2:59])=[CH:55][CH:54]=1)=[O:47])([CH3:44])([CH3:43])[CH3:42]. Product: [C:41]([O:45][C:46]([N:48]1[CH2:52][CH2:51][CH2:50][CH:49]1[C:53]1[CH:58]=[CH:57][C:56]([NH:59][C:17]([C:8]2[C:9](=[O:16])[O:10][C:11]3[C:6]([CH:7]=2)=[CH:5][CH:4]=[C:3]([O:2][CH3:1])[C:12]=3[CH2:13][CH2:14][CH3:15])=[O:19])=[CH:55][CH:54]=1)=[O:47])([CH3:44])([CH3:42])[CH3:43]. The catalyst class is: 4. (2) Reactant: [OH:1][CH2:2][C:3]1[CH:4]=[C:5]([NH:9][CH2:10][C:11]([C:13]2[CH:18]=[CH:17][C:16]([O:19][C:20]3[CH:25]=[CH:24][CH:23]=[CH:22][CH:21]=3)=[CH:15][CH:14]=2)=O)[CH:6]=[CH:7][CH:8]=1.[OH-].[K+].[C:28](#[N:32])[CH2:29][C:30]#[N:31].CO. Product: [NH2:32][C:28]1[N:9]([C:5]2[CH:6]=[CH:7][CH:8]=[C:3]([CH2:2][OH:1])[CH:4]=2)[CH:10]=[C:11]([C:13]2[CH:18]=[CH:17][C:16]([O:19][C:20]3[CH:25]=[CH:24][CH:23]=[CH:22][CH:21]=3)=[CH:15][CH:14]=2)[C:29]=1[C:30]#[N:31]. The catalyst class is: 6. (3) Reactant: [CH2:1]([O:8][CH2:9][CH:10]1[CH2:13][C:12](=[O:14])[C:11]1(Cl)Cl)[C:2]1[CH:7]=[CH:6][CH:5]=[CH:4][CH:3]=1.C(OCC)C. Product: [CH2:1]([O:8][CH2:9][CH:10]1[CH2:13][C:12](=[O:14])[CH2:11]1)[C:2]1[CH:7]=[CH:6][CH:5]=[CH:4][CH:3]=1. The catalyst class is: 183. (4) Reactant: [CH3:1][N:2]([CH3:16])[C:3]1([C:10]2[CH:15]=[CH:14][CH:13]=[CH:12][CH:11]=2)[CH2:8][CH2:7][CH:6]([NH2:9])[CH2:5][CH2:4]1.[Cl-:17].COC1N=C(OC)N=C([N+]2(C)CCOCC2)N=1.[CH3:35][O:36][C:37]1[CH:38]=[C:39]2[C:43](=[CH:44][CH:45]=1)[NH:42][CH:41]=[C:40]2[CH2:46][C:47](O)=[O:48]. Product: [ClH:17].[CH3:1][N:2]([CH3:16])[C:3]1([C:10]2[CH:15]=[CH:14][CH:13]=[CH:12][CH:11]=2)[CH2:8][CH2:7][CH:6]([NH:9][C:47](=[O:48])[CH2:46][C:40]2[C:39]3[C:43](=[CH:44][CH:45]=[C:37]([O:36][CH3:35])[CH:38]=3)[NH:42][CH:41]=2)[CH2:5][CH2:4]1. The catalyst class is: 5. (5) Reactant: [Br:1][C:2]1[CH:6]=[N:5][N:4]([CH3:7])[C:3]=1[C:8]1[CH:9]=[C:10]([NH2:16])[CH:11]=[CH:12][C:13]=1[O:14][CH3:15].[F:17][C:18]1[CH:19]=[C:20]([N:25]=[C:26]=[O:27])[CH:21]=[CH:22][C:23]=1[F:24]. Product: [Br:1][C:2]1[CH:6]=[N:5][N:4]([CH3:7])[C:3]=1[C:8]1[CH:9]=[C:10]([NH:16][C:26]([NH:25][C:20]2[CH:21]=[CH:22][C:23]([F:24])=[C:18]([F:17])[CH:19]=2)=[O:27])[CH:11]=[CH:12][C:13]=1[O:14][CH3:15]. The catalyst class is: 2.